Task: Regression. Given two drug SMILES strings and cell line genomic features, predict the synergy score measuring deviation from expected non-interaction effect.. Dataset: NCI-60 drug combinations with 297,098 pairs across 59 cell lines (1) Cell line: SF-539. Drug 2: COC1=C2C(=CC3=C1OC=C3)C=CC(=O)O2. Drug 1: CC1=C(C=C(C=C1)NC2=NC=CC(=N2)N(C)C3=CC4=NN(C(=C4C=C3)C)C)S(=O)(=O)N.Cl. Synergy scores: CSS=12.1, Synergy_ZIP=2.31, Synergy_Bliss=8.19, Synergy_Loewe=-3.33, Synergy_HSA=-0.853. (2) Drug 1: CC12CCC3C(C1CCC2=O)CC(=C)C4=CC(=O)C=CC34C. Drug 2: CC1=C(C=C(C=C1)C(=O)NC2=CC(=CC(=C2)C(F)(F)F)N3C=C(N=C3)C)NC4=NC=CC(=N4)C5=CN=CC=C5. Cell line: SK-MEL-2. Synergy scores: CSS=29.0, Synergy_ZIP=-0.690, Synergy_Bliss=-4.02, Synergy_Loewe=-5.10, Synergy_HSA=-5.53. (3) Drug 1: C1CN1C2=NC(=NC(=N2)N3CC3)N4CC4. Drug 2: CN(C(=O)NC(C=O)C(C(C(CO)O)O)O)N=O. Cell line: IGROV1. Synergy scores: CSS=13.5, Synergy_ZIP=-5.65, Synergy_Bliss=1.61, Synergy_Loewe=-12.0, Synergy_HSA=1.36. (4) Drug 1: C1CC(=O)NC(=O)C1N2CC3=C(C2=O)C=CC=C3N. Drug 2: C(=O)(N)NO. Cell line: A549. Synergy scores: CSS=6.73, Synergy_ZIP=-3.47, Synergy_Bliss=0.305, Synergy_Loewe=1.42, Synergy_HSA=1.65. (5) Drug 1: C1=C(C(=O)NC(=O)N1)N(CCCl)CCCl. Drug 2: C1CCC(C(C1)N)N.C(=O)(C(=O)[O-])[O-].[Pt+4]. Cell line: HT29. Synergy scores: CSS=35.5, Synergy_ZIP=-7.01, Synergy_Bliss=2.71, Synergy_Loewe=-1.32, Synergy_HSA=5.82. (6) Drug 1: CC1C(C(CC(O1)OC2CC(OC(C2O)C)OC3=CC4=CC5=C(C(=O)C(C(C5)C(C(=O)C(C(C)O)O)OC)OC6CC(C(C(O6)C)O)OC7CC(C(C(O7)C)O)OC8CC(C(C(O8)C)O)(C)O)C(=C4C(=C3C)O)O)O)O. Drug 2: CS(=O)(=O)OCCCCOS(=O)(=O)C. Cell line: HOP-62. Synergy scores: CSS=54.3, Synergy_ZIP=2.65, Synergy_Bliss=6.85, Synergy_Loewe=-44.3, Synergy_HSA=1.35. (7) Drug 1: CC1=C(C(=CC=C1)Cl)NC(=O)C2=CN=C(S2)NC3=CC(=NC(=N3)C)N4CCN(CC4)CCO. Drug 2: CN(CC1=CN=C2C(=N1)C(=NC(=N2)N)N)C3=CC=C(C=C3)C(=O)NC(CCC(=O)O)C(=O)O. Cell line: KM12. Synergy scores: CSS=22.0, Synergy_ZIP=1.15, Synergy_Bliss=0.655, Synergy_Loewe=-19.7, Synergy_HSA=-1.24.